From a dataset of Retrosynthesis with 50K atom-mapped reactions and 10 reaction types from USPTO. Predict the reactants needed to synthesize the given product. (1) Given the product O=C(O)c1nc2cc(-n3cccc3)c(C(F)(F)F)cc2[nH]c1=O, predict the reactants needed to synthesize it. The reactants are: CCOC(=O)c1nc2cc(-n3cccc3)c(C(F)(F)F)cc2[nH]c1=O. (2) Given the product CCOC(=O)Cn1c(=O)[nH]c(=O)c2ccc(Cl)cc21, predict the reactants needed to synthesize it. The reactants are: CCOC(=O)CCl.O=c1[nH]c(=O)c2ccc(Cl)cc2[nH]1.